This data is from Peptide-MHC class I binding affinity with 185,985 pairs from IEDB/IMGT. The task is: Regression. Given a peptide amino acid sequence and an MHC pseudo amino acid sequence, predict their binding affinity value. This is MHC class I binding data. (1) The peptide sequence is YHGEAMAIG. The MHC is HLA-A03:01 with pseudo-sequence HLA-A03:01. The binding affinity (normalized) is 0.0847. (2) The peptide sequence is RTWNYHGSY. The MHC is BoLA-T2a with pseudo-sequence BoLA-T2a. The binding affinity (normalized) is 0.0641. (3) The MHC is Mamu-B03 with pseudo-sequence Mamu-B03. The binding affinity (normalized) is 0.453. The peptide sequence is MRRSRPSGDL. (4) The peptide sequence is HLRGFSKSI. The MHC is HLA-A03:01 with pseudo-sequence HLA-A03:01. The binding affinity (normalized) is 0. (5) The peptide sequence is LLSAWILTA. The MHC is HLA-B54:01 with pseudo-sequence HLA-B54:01. The binding affinity (normalized) is 0.0270. (6) The peptide sequence is KLDFIRNTK. The MHC is HLA-A03:01 with pseudo-sequence HLA-A03:01. The binding affinity (normalized) is 0.649.